This data is from Catalyst prediction with 721,799 reactions and 888 catalyst types from USPTO. The task is: Predict which catalyst facilitates the given reaction. (1) Reactant: [F:1][C:2]([F:16])([F:15])[C:3]1[CH:4]=[C:5]([CH:8]=[C:9]([C:11]([F:14])([F:13])[F:12])[CH:10]=1)[C:6]#[N:7].N.[H][H]. Product: [F:1][C:2]([F:15])([F:16])[C:3]1[CH:4]=[C:5]([CH:8]=[C:9]([C:11]([F:14])([F:12])[F:13])[CH:10]=1)[CH2:6][NH2:7]. The catalyst class is: 43. (2) Product: [CH2:44]([N:51]1[CH2:55][C@H:54]2[C@H:56]([NH:59][C:8](=[O:10])[C@@H:7]([N:3]3[CH2:4][CH2:5][CH2:6][S:2]3(=[O:1])=[O:15])[CH2:11][CH:12]([CH3:14])[CH3:13])[CH2:57][CH2:58][C@H:53]2[CH2:52]1)[C:45]1[CH:46]=[CH:47][CH:48]=[CH:49][CH:50]=1. The catalyst class is: 4. Reactant: [O:1]=[S:2]1(=[O:15])[CH2:6][CH2:5][CH2:4][N:3]1[C@@H:7]([CH2:11][CH:12]([CH3:14])[CH3:13])[C:8]([OH:10])=O.C(N(CC)CC)C.ON1C2C=CC=CC=2N=N1.CC[N+](CCCN(C)C)=C=N.[CH2:44]([N:51]1[CH2:55][C@H:54]2[C@H:56]([NH2:59])[CH2:57][CH2:58][C@H:53]2[CH2:52]1)[C:45]1[CH:50]=[CH:49][CH:48]=[CH:47][CH:46]=1. (3) Reactant: [Br:1][C:2]1[C:3]([C:7]([F:10])([F:9])[F:8])=[N:4][NH:5][CH:6]=1.[CH2:11]=[O:12]. Product: [Br:1][C:2]1[C:3]([C:7]([F:10])([F:9])[F:8])=[N:4][N:5]([CH2:11][OH:12])[CH:6]=1. The catalyst class is: 21. (4) Reactant: [NH2:1][C:2]1[N:7]=[C:6]([CH3:8])[CH:5]=[C:4]([CH3:9])[N:3]=1.[N+:10]([CH2:12][CH2:13][CH2:14][CH2:15][CH2:16][CH2:17][N+:18]#[C-:19])#[C-:11].[N:20]1[CH:25]=[CH:24][CH:23]=[CH:22][C:21]=1[CH:26]=O. Product: [CH3:8][C:6]1[N:7]2[C:11]([NH:10][CH2:12][CH2:13][CH2:14][CH2:15][CH2:16][CH2:17][N+:18]#[C-:19])=[C:26]([C:21]3[CH:22]=[CH:23][CH:24]=[CH:25][N:20]=3)[N:1]=[C:2]2[N:3]=[C:4]([CH3:9])[CH:5]=1. The catalyst class is: 519. (5) Reactant: [O:1]=[C:2]1[N:6]([C:7]2[CH:12]=[CH:11][CH:10]=[CH:9][CH:8]=2)[NH:5][C:4]([C:13]([OH:15])=O)=[CH:3]1.C1C=CC2N(O)N=NC=2C=1.Cl.CN(C)CCCN=C=NCC.[NH2:38][CH2:39][CH2:40][N:41]1[CH:45]=[CH:44][C:43]([C:46]2[CH:53]=[CH:52][C:49]([C:50]#[N:51])=[C:48]([Cl:54])[CH:47]=2)=[N:42]1.CCN(C(C)C)C(C)C. Product: [Cl:54][C:48]1[CH:47]=[C:46]([C:43]2[CH:44]=[CH:45][N:41]([CH2:40][CH2:39][NH:38][C:13]([C:4]3[NH:5][N:6]([C:7]4[CH:8]=[CH:9][CH:10]=[CH:11][CH:12]=4)[C:2](=[O:1])[CH:3]=3)=[O:15])[N:42]=2)[CH:53]=[CH:52][C:49]=1[C:50]#[N:51]. The catalyst class is: 2. (6) Reactant: [CH2:1]([OH:7])[CH2:2][O:3][CH2:4][CH2:5][OH:6].O.O.O.O.O.O.Cl([O-])(=O)(=O)=O.[La+3].Cl([O-])(=O)(=O)=O.Cl([O-])(=O)(=O)=O.C1(C)C=CC=CC=1.[CH2:37]([CH:39]1[O:41][CH2:40]1)Cl. Product: [CH2:37]([O:7][CH2:1][CH2:2][O:3][CH2:4][CH2:5][OH:6])[CH:39]1[O:41][CH2:40]1. The catalyst class is: 322. (7) Reactant: CC(=[N:4][OH:5])C.CC(C)([O-])C.[K+].[Br:12][C:13]1[CH:14]=[CH:15][C:16](F)=[C:17]([C:19]([C:21]2[CH:26]=[C:25]([CH:27]([CH3:29])[CH3:28])[CH:24]=[C:23]([CH:30]([CH3:32])[CH3:31])[C:22]=2[O:33][CH2:34][CH3:35])=O)[CH:18]=1. Product: [Br:12][C:13]1[CH:14]=[CH:15][C:16]2[O:5][N:4]=[C:19]([C:21]3[CH:26]=[C:25]([CH:27]([CH3:29])[CH3:28])[CH:24]=[C:23]([CH:30]([CH3:32])[CH3:31])[C:22]=3[O:33][CH2:34][CH3:35])[C:17]=2[CH:18]=1. The catalyst class is: 1. (8) Reactant: [NH2:1][C:2]1[N:7]=[CH:6][N:5]=[C:4]2[N:8]([C@H:25]3[CH2:30][CH2:29][C@@H:28]([N:31]4[CH2:36][CH2:35][N:34]([CH3:37])[CH2:33][CH2:32]4)[CH2:27][CH2:26]3)[N:9]=[C:10]([C:11]3[CH:12]=[C:13]([NH:17]C(=O)OC(C)(C)C)[CH:14]=[CH:15][CH:16]=3)[C:3]=12.FC(F)(F)C(O)=O. Product: [NH2:17][C:13]1[CH:12]=[C:11]([C:10]2[C:3]3[C:4](=[N:5][CH:6]=[N:7][C:2]=3[NH2:1])[N:8]([C@H:25]3[CH2:30][CH2:29][C@@H:28]([N:31]4[CH2:32][CH2:33][N:34]([CH3:37])[CH2:35][CH2:36]4)[CH2:27][CH2:26]3)[N:9]=2)[CH:16]=[CH:15][CH:14]=1. The catalyst class is: 4. (9) Reactant: Cl.[CH3:2][C:3]1[N:4]=[C:5]([C:13]2[CH:18]=[CH:17][CH:16]=[CH:15][CH:14]=2)[N:6]2[C:11]=1[CH:10]=[N:9][C:8]([NH2:12])=[N:7]2.Br[C:20]1[CH:25]=[CH:24][C:23]([S:26]([NH2:29])(=[O:28])=[O:27])=[CH:22][CH:21]=1.C1C=CC(P(C2C=CC3C(=CC=CC=3)C=2C2C3C(=CC=CC=3)C=CC=2P(C2C=CC=CC=2)C2C=CC=CC=2)C2C=CC=CC=2)=CC=1.CC(C)([O-])C.[Na+]. Product: [CH3:2][C:3]1[N:4]=[C:5]([C:13]2[CH:14]=[CH:15][CH:16]=[CH:17][CH:18]=2)[N:6]2[C:11]=1[CH:10]=[N:9][C:8]([NH:12][C:20]1[CH:25]=[CH:24][C:23]([S:26]([NH2:29])(=[O:28])=[O:27])=[CH:22][CH:21]=1)=[N:7]2. The catalyst class is: 102. (10) Reactant: C[O:2][C:3](=[O:35])[CH2:4][CH2:5][C:6]1[CH:11]=[CH:10][C:9]([O:12][C:13]2[CH:18]=[CH:17][CH:16]=[C:15]([O:19][C:20]3[CH:25]=[CH:24][C:23]([Cl:26])=[CH:22][C:21]=3[O:27][C:28]3[CH:33]=[CH:32][CH:31]=[CH:30][CH:29]=3)[CH:14]=2)=[CH:8][C:7]=1[CH3:34].[OH-].[Na+].Cl. Product: [Cl:26][C:23]1[CH:24]=[CH:25][C:20]([O:19][C:15]2[CH:14]=[C:13]([CH:18]=[CH:17][CH:16]=2)[O:12][C:9]2[CH:10]=[CH:11][C:6]([CH2:5][CH2:4][C:3]([OH:35])=[O:2])=[C:7]([CH3:34])[CH:8]=2)=[C:21]([O:27][C:28]2[CH:29]=[CH:30][CH:31]=[CH:32][CH:33]=2)[CH:22]=1. The catalyst class is: 24.